From a dataset of Full USPTO retrosynthesis dataset with 1.9M reactions from patents (1976-2016). Predict the reactants needed to synthesize the given product. The reactants are: P(Br)(Br)[Br:2].[CH2:5]([O:12][C:13]1[CH:14]=[N:15][C:16]2[C:21]([C:22]=1[CH2:23]O)=[N:20][C:19]([O:25][CH3:26])=[CH:18][CH:17]=2)[C:6]1[CH:11]=[CH:10][CH:9]=[CH:8][CH:7]=1.C(=O)([O-])[O-].[Na+].[Na+]. Given the product [CH2:5]([O:12][C:13]1[C:22]([CH2:23][Br:2])=[C:21]2[C:16]([CH:17]=[CH:18][C:19]([O:25][CH3:26])=[N:20]2)=[N:15][CH:14]=1)[C:6]1[CH:11]=[CH:10][CH:9]=[CH:8][CH:7]=1, predict the reactants needed to synthesize it.